This data is from Reaction yield outcomes from USPTO patents with 853,638 reactions. The task is: Predict the reaction yield, written as a fraction of the theoretical maximum amount of product (1.0 means a 100% yield; for example, 0.34 means a 34% yield). (1) The reactants are CC1C=CC(S([O:11][CH2:12][CH2:13][NH:14][C:15]2[C:16](=[O:32])[N:17]([C:28]([CH3:31])([CH3:30])[CH3:29])[S:18](=[O:27])(=[O:26])[C:19]=2[C:20]2[CH:25]=[CH:24][CH:23]=[CH:22][CH:21]=2)(=O)=O)=CC=1.[CH3:33][S:34]([O:37][C:38]1[CH:43]=[CH:42][C:41](O)=[CH:40][CH:39]=1)(=[O:36])=[O:35].C(=O)([O-])[O-].[K+].[K+]. The catalyst is CC#N. The product is [CH3:33][S:34]([O:37][C:38]1[CH:39]=[CH:40][C:41]([O:11][CH2:12][CH2:13][NH:14][C:15]2[C:16](=[O:32])[N:17]([C:28]([CH3:29])([CH3:30])[CH3:31])[S:18](=[O:27])(=[O:26])[C:19]=2[C:20]2[CH:25]=[CH:24][CH:23]=[CH:22][CH:21]=2)=[CH:42][CH:43]=1)(=[O:36])=[O:35]. The yield is 0.385. (2) The reactants are [C:1]([O:8][C:9]([C:12]([CH2:15][CH2:16]I)([F:14])[F:13])([F:11])[F:10])([C:4]([F:7])([F:6])[F:5])([F:3])[F:2].CN1CCCC1=[O:24]. The catalyst is O. The product is [C:1]([O:8][C:9]([C:12]([CH2:15][CH2:16][OH:24])([F:14])[F:13])([F:11])[F:10])([C:4]([F:7])([F:6])[F:5])([F:3])[F:2]. The yield is 0.520. (3) The reactants are O[C:2]1[CH:7]=[CH:6][N:5]=[CH:4][C:3]=1[NH:8][C:9](=O)[C:10]1[CH:15]=[CH:14][C:13]([N+:16]([O-:18])=[O:17])=[CH:12][CH:11]=1.P12(SP3(SP(SP(S3)(S1)=S)(=S)S2)=S)=[S:21]. The catalyst is N1C=CC=CC=1.CC1C=CC(C)=CC=1. The product is [N+:16]([C:13]1[CH:14]=[CH:15][C:10]([C:9]2[S:21][C:2]3[CH:7]=[CH:6][N:5]=[CH:4][C:3]=3[N:8]=2)=[CH:11][CH:12]=1)([O-:18])=[O:17]. The yield is 0.590. (4) The reactants are B.CSC.[Cl:5][C:6]1[CH:11]=[CH:10][C:9]([C:12]2[O:16][C:15]([C:17]([CH3:21])([CH3:20])[C:18]#[N:19])=[CH:14][C:13]=2[C:22]2[CH:27]=[CH:26][N:25]=[CH:24][CH:23]=2)=[CH:8][C:7]=1[O:28][CH3:29]. The catalyst is CO. The product is [Cl:5][C:6]1[CH:11]=[CH:10][C:9]([C:12]2[O:16][C:15]([C:17]([CH3:21])([CH3:20])[CH2:18][NH2:19])=[CH:14][C:13]=2[C:22]2[CH:23]=[CH:24][N:25]=[CH:26][CH:27]=2)=[CH:8][C:7]=1[O:28][CH3:29]. The yield is 0.700. (5) The reactants are [Si:1]([O:8][CH2:9][CH2:10][CH2:11][CH2:12][N:13]([C:18]1[C:35]([CH:36]2[CH2:38][CH2:37]2)=[CH:34][C:21]2[C:22]([C:32]#[N:33])=[C:23]([C:25]3[CH:30]=[CH:29][C:28]([F:31])=[CH:27][CH:26]=3)[O:24][C:20]=2[CH:19]=1)[S:14]([CH3:17])(=[O:16])=[O:15])([C:4]([CH3:7])([CH3:6])[CH3:5])([CH3:3])[CH3:2].[NH2:39][OH:40]. The catalyst is C(O)C. The product is [Si:1]([O:8][CH2:9][CH2:10][CH2:11][CH2:12][N:13]([S:14]([CH3:17])(=[O:16])=[O:15])[C:18]1[C:35]([CH:36]2[CH2:37][CH2:38]2)=[CH:34][C:21]2[C:22]([C:32](=[N:39][OH:40])[NH2:33])=[C:23]([C:25]3[CH:30]=[CH:29][C:28]([F:31])=[CH:27][CH:26]=3)[O:24][C:20]=2[CH:19]=1)([C:4]([CH3:7])([CH3:5])[CH3:6])([CH3:3])[CH3:2]. The yield is 0.840. (6) The reactants are Cl[C:2]1[C:3]2[C:10]3[CH2:11][CH2:12][N:13](C(OC(C)(C)C)=O)[CH2:14][C:9]=3[S:8][C:4]=2[N:5]=[CH:6][N:7]=1.[Cl:22][C:23]1[CH:24]=[C:25]([CH:27]=[CH:28][C:29]=1[F:30])[NH2:26].O1CCOCC1. The catalyst is CC(O)C.Cl.O1CCOCC1. The product is [Cl:22][C:23]1[CH:24]=[C:25]([NH:26][C:2]2[C:3]3[C:10]4[CH2:11][CH2:12][NH:13][CH2:14][C:9]=4[S:8][C:4]=3[N:5]=[CH:6][N:7]=2)[CH:27]=[CH:28][C:29]=1[F:30]. The yield is 0.950.